Dataset: Catalyst prediction with 721,799 reactions and 888 catalyst types from USPTO. Task: Predict which catalyst facilitates the given reaction. Reactant: [C:1]([O:5][C:6]([N:8]1[CH2:13][CH2:12][CH:11]([O:14][C:15]2[CH:20]=[C:19]([C:21]([CH3:24])([CH3:23])[CH3:22])[CH:18]=[CH:17][C:16]=2[C:25]2[O:26][C:27](=[O:35])[C:28]3[CH:34]=[CH:33][N:32]=[CH:31][C:29]=3[N:30]=2)[CH2:10][CH2:9]1)=[O:7])([CH3:4])([CH3:3])[CH3:2].[C-]#N.[K+].[Cl:39][C:40]1[CH:41]=[CH:42][C:43]([NH2:46])=[N:44][CH:45]=1. Product: [C:1]([O:5][C:6]([N:8]1[CH2:9][CH2:10][CH:11]([O:14][C:15]2[CH:20]=[C:19]([C:21]([CH3:24])([CH3:22])[CH3:23])[CH:18]=[CH:17][C:16]=2[C:25]([NH:30][C:29]2[CH:31]=[N:32][CH:33]=[CH:34][C:28]=2[C:27]([NH:46][C:43]2[CH:42]=[CH:41][C:40]([Cl:39])=[CH:45][N:44]=2)=[O:35])=[O:26])[CH2:12][CH2:13]1)=[O:7])([CH3:4])([CH3:3])[CH3:2]. The catalyst class is: 3.